This data is from Forward reaction prediction with 1.9M reactions from USPTO patents (1976-2016). The task is: Predict the product of the given reaction. (1) Given the reactants [CH:1]([N-]C(C)C)(C)C.[Li+].[C:9](#N)CC.P(Cl)([O:18][CH2:19][CH3:20])(OCC)=O.C(C1N(CC2[CH:53]=[CH:52][C:39]3/[C:40](=[CH:49]/[C:50]#[N:51])/[C:41]4[CH:48]=[CH:47][CH:46]=[CH:45]C=4C[CH2:44][C:38]=3C=2)C2=NC(C)=CC(C)=C2N=1)C.[C:54]([O:57][CH2:58]C)(=[O:56])[CH3:55], predict the reaction product. The product is: [CH3:58][O:57][C:54]([C:55]1[CH:53]=[CH:52][C:39]2=[C:38]([CH:44]=1)[O:18][CH2:19][C:20]1[CH:45]=[CH:46][CH:47]=[CH:48][C:41]=1/[C:40]/2=[C:49](/[C:50]#[N:51])\[CH3:1])=[O:56].[CH3:58][O:57][C:54]([C:55]1[CH:53]=[CH:52][C:39]2=[C:38]([CH:44]=1)[O:18][CH2:19][C:20]1[CH:45]=[CH:46][CH:47]=[CH:48][C:41]=1/[C:40]/2=[C:49](\[C:50]#[N:51])/[CH3:9])=[O:56]. (2) Given the reactants [CH2:1]([O:3][C:4](=[O:26])[C:5]1[CH:10]=[CH:9][C:8]([O:11][C:12]2[CH:17]=[CH:16][C:15]([Br:18])=[C:14]([CH:19]3OCC[O:20]3)[CH:13]=2)=[CH:7][C:6]=1[O:24][CH3:25])[CH3:2].Cl, predict the reaction product. The product is: [CH2:1]([O:3][C:4](=[O:26])[C:5]1[CH:10]=[CH:9][C:8]([O:11][C:12]2[CH:17]=[CH:16][C:15]([Br:18])=[C:14]([CH:19]=[O:20])[CH:13]=2)=[CH:7][C:6]=1[O:24][CH3:25])[CH3:2]. (3) Given the reactants [C:1]([C:4]12[CH2:11][CH2:10][C:7]([NH:12][CH2:13][C:14]([N:16]3[CH2:20][C@@H:19]([F:21])[CH2:18][C@H:17]3[C:22]#[N:23])=[O:15])([CH2:8][CH2:9]1)[CH2:6][CH2:5]2)([OH:3])=O.[NH2:24][C:25]1[S:26][CH:27]=[C:28]([CH3:30])[N:29]=1, predict the reaction product. The product is: [F:21][C@@H:19]1[CH2:20][N:16]([C:14](=[O:15])[CH2:13][NH:12][C:7]23[CH2:6][CH2:5][C:4]([C:1]([NH:24][C:25]4[S:26][CH:27]=[C:28]([CH3:30])[N:29]=4)=[O:3])([CH2:9][CH2:8]2)[CH2:11][CH2:10]3)[C@H:17]([C:22]#[N:23])[CH2:18]1.